Predict the reactants needed to synthesize the given product. From a dataset of Full USPTO retrosynthesis dataset with 1.9M reactions from patents (1976-2016). (1) Given the product [CH3:16][O:17][C:18]1[CH:23]=[CH:22][C:21]([CH2:24][NH:25][C:2]2[CH:7]=[C:6]([N+:8]([O-:10])=[O:9])[CH:5]=[C:4]([O:11][CH2:12][CH2:13][O:14][CH3:15])[CH:3]=2)=[CH:20][CH:19]=1, predict the reactants needed to synthesize it. The reactants are: F[C:2]1[CH:7]=[C:6]([N+:8]([O-:10])=[O:9])[CH:5]=[C:4]([O:11][CH2:12][CH2:13][O:14][CH3:15])[CH:3]=1.[CH3:16][O:17][C:18]1[CH:23]=[CH:22][C:21]([CH2:24][NH2:25])=[CH:20][CH:19]=1.C([O-])([O-])=O.[K+].[K+].O. (2) Given the product [CH3:29][N:21]([C@@H:22]1[CH2:26][CH2:25][O:24][CH2:23]1)[C:19]([CH:16]1[CH2:17][CH2:18][N:13]([C:8]2[CH:9]=[N:10][CH:11]=[CH:12][C:7]=2[N:5]2[CH:6]=[C:2]([CH3:1])[CH:3]=[N:4]2)[CH2:14][CH2:15]1)=[O:20], predict the reactants needed to synthesize it. The reactants are: [CH3:1][C:2]1[CH:3]=[N:4][N:5]([C:7]2[CH:12]=[CH:11][N:10]=[CH:9][C:8]=2[N:13]2[CH2:18][CH2:17][CH:16]([C:19]([NH:21][C@@H:22]3[CH2:26][CH2:25][O:24][CH2:23]3)=[O:20])[CH2:15][CH2:14]2)[CH:6]=1.[H-].[Na+].[CH3:29]I.[Cl-].[NH4+]. (3) Given the product [C:1]([NH:4][CH2:5][CH2:6][CH2:7][S:8]([O:11][CH2:12][C:13]([CH3:18])([CH3:17])[CH2:14][CH:15]=[O:20])(=[O:10])=[O:9])(=[O:3])[CH3:2], predict the reactants needed to synthesize it. The reactants are: [C:1]([NH:4][CH2:5][CH2:6][CH2:7][S:8]([O:11][CH2:12][C:13]([CH3:18])([CH3:17])[CH2:14][CH:15]=C)(=[O:10])=[O:9])(=[O:3])[CH3:2].O.[O:20]1CCCC1.I([O-])(=O)(=O)=O.[Na+]. (4) Given the product [CH2:2]([NH:20][CH2:21][CH2:22][NH:23][CH2:24][CH2:25][NH:26][CH2:27][CH2:28][NH:29][CH2:13][CH2:12][CH2:11][CH2:10][CH2:9][CH2:8][CH2:7][CH2:6][CH2:5][CH2:4][CH2:3][CH2:2][CH2:2][CH2:3][CH2:4][CH3:5])[CH2:3][CH2:4][CH2:5][CH2:6][CH2:7][CH2:8][CH2:9][CH2:10][CH2:11][CH2:12][CH3:13], predict the reactants needed to synthesize it. The reactants are: Br[CH2:2][CH2:3][CH2:4][CH2:5][CH2:6][CH2:7][CH2:8][CH2:9][CH2:10][CH2:11][CH2:12][CH3:13].C([O-])([O-])=O.[Na+].[Na+].[NH2:20][CH2:21][CH2:22][NH:23][CH2:24][CH2:25][NH:26][CH2:27][CH2:28][NH2:29]. (5) The reactants are: [OH:1][C:2]1[CH:27]=[CH:26][C:5]([C:6]([NH:8][C:9]2[S:13][C:12]([NH:14][C:15]3[CH:20]=[CH:19][C:18]([O:21][CH3:22])=[CH:17][CH:16]=3)=[N:11][C:10]=2[C:23]([NH2:25])=[O:24])=[O:7])=[CH:4][CH:3]=1.C(=O)([O-])[O-].[K+].[K+].Cl.Cl[CH2:36][CH2:37][N:38]1[CH2:42][CH2:41][CH2:40][CH2:39]1. Given the product [CH3:22][O:21][C:18]1[CH:19]=[CH:20][C:15]([NH:14][C:12]2[S:13][C:9]([NH:8][C:6](=[O:7])[C:5]3[CH:4]=[CH:3][C:2]([O:1][CH2:36][CH2:37][N:38]4[CH2:42][CH2:41][CH2:40][CH2:39]4)=[CH:27][CH:26]=3)=[C:10]([C:23]([NH2:25])=[O:24])[N:11]=2)=[CH:16][CH:17]=1, predict the reactants needed to synthesize it. (6) Given the product [CH3:2][O:3][C:4]1[CH:5]=[C:6]([CH:31]=[CH:32][CH:33]=1)[CH2:7][NH:8][C:9]([C:11]1[NH:12][C:13](=[O:30])[C:14]2[C:19]([CH2:20][O:21][CH2:22][CH2:23][CH:24]3[CH2:29][CH2:28][N:27]([S:44]([CH3:43])(=[O:46])=[O:45])[CH2:26][CH2:25]3)=[CH:18][S:17][C:15]=2[N:16]=1)=[O:10], predict the reactants needed to synthesize it. The reactants are: Cl.[CH3:2][O:3][C:4]1[CH:5]=[C:6]([CH:31]=[CH:32][CH:33]=1)[CH2:7][NH:8][C:9]([C:11]1[NH:12][C:13](=[O:30])[C:14]2[C:19]([CH2:20][O:21][CH2:22][CH2:23][CH:24]3[CH2:29][CH2:28][NH:27][CH2:26][CH2:25]3)=[CH:18][S:17][C:15]=2[N:16]=1)=[O:10].C(N(CC)C(C)C)(C)C.[CH3:43][S:44](Cl)(=[O:46])=[O:45]. (7) Given the product [CH3:3][C:4]1[CH:5]=[CH:6][C:7]2[N:11]=[C:10]([C:12]3[C:24]4[C:23]5[C:18](=[CH:19][CH:20]=[CH:21][CH:22]=5)[CH:17]([NH2:25])[C:16]=4[CH:15]=[CH:14][CH:13]=3)[NH:9][C:8]=2[CH:27]=1, predict the reactants needed to synthesize it. The reactants are: [H][H].[CH3:3][C:4]1[CH:5]=[CH:6][C:7]2[N:11]=[C:10]([C:12]3[C:24]4[C:23]5[C:18](=[CH:19][CH:20]=[CH:21][CH:22]=5)[C:17](=[N:25]O)[C:16]=4[CH:15]=[CH:14][CH:13]=3)[NH:9][C:8]=2[CH:27]=1. (8) The reactants are: [OH-].[Na+].[CH2:3]([NH:10][C:11](=[O:34])[N:12]([C:14]1[CH:15]=[C:16]([C:20]2[CH:25]=[CH:24][C:23](/[CH:26]=[C:27](\[CH3:33])/[C:28]([O:30]CC)=[O:29])=[CH:22][CH:21]=2)[CH:17]=[CH:18][CH:19]=1)[CH3:13])[CH2:4][CH2:5][CH2:6][CH2:7][CH2:8][CH3:9].O1CCCC1.CO.O. Given the product [CH2:3]([NH:10][C:11](=[O:34])[N:12]([C:14]1[CH:15]=[C:16]([C:20]2[CH:25]=[CH:24][C:23](/[CH:26]=[C:27](\[CH3:33])/[C:28]([OH:30])=[O:29])=[CH:22][CH:21]=2)[CH:17]=[CH:18][CH:19]=1)[CH3:13])[CH2:4][CH2:5][CH2:6][CH2:7][CH2:8][CH3:9], predict the reactants needed to synthesize it.